Dataset: Forward reaction prediction with 1.9M reactions from USPTO patents (1976-2016). Task: Predict the product of the given reaction. Given the reactants [NH2:1][C:2]1[N:7]=[CH:6][C:5]([C:8]2[CH:32]=[CH:31][C:11]3[N:12]([C:27]([CH3:30])([CH3:29])[CH3:28])[C:13]([C:15]4[CH:16]=[C:17]([OH:26])[CH:18]=[CH:19][C:20]=4[N:21]4[CH:25]=[N:24][CH:23]=[N:22]4)=[N:14][C:10]=3[CH:9]=2)=[CH:4][N:3]=1.C(=O)([O-])[O-].[K+].[K+].I[CH2:40][CH3:41].O, predict the reaction product. The product is: [C:27]([N:12]1[C:11]2[CH:31]=[CH:32][C:8]([C:5]3[CH:4]=[N:3][C:2]([NH2:1])=[N:7][CH:6]=3)=[CH:9][C:10]=2[N:14]=[C:13]1[C:15]1[CH:16]=[C:17]([O:26][CH2:40][CH3:41])[CH:18]=[CH:19][C:20]=1[N:21]1[CH:25]=[N:24][CH:23]=[N:22]1)([CH3:29])([CH3:28])[CH3:30].